Dataset: Reaction yield outcomes from USPTO patents with 853,638 reactions. Task: Predict the reaction yield, written as a fraction of the theoretical maximum amount of product (1.0 means a 100% yield; for example, 0.34 means a 34% yield). The reactants are Br[C:2]1[CH:23]=[CH:22][C:5]2[C:6]3[N:7]([CH:11]=[C:12]([C:14]4[N:18]([CH:19]([CH3:21])[CH3:20])[N:17]=[CH:16][N:15]=4)[N:13]=3)[CH2:8][CH2:9][O:10][C:4]=2[CH:3]=1.[CH2:24]([N:26]([CH2:43][CH3:44])[CH2:27][CH2:28][N:29]1[CH:33]=[C:32](B2OC(C)(C)C(C)(C)O2)[CH:31]=[N:30]1)[CH3:25].C(=O)([O-])[O-].[K+].[K+].C(#N)C. The catalyst is C(OCC)(=O)C.O. The product is [CH2:43]([N:26]([CH2:24][CH3:25])[CH2:27][CH2:28][N:29]1[CH:33]=[C:32]([C:2]2[CH:23]=[CH:22][C:5]3[C:6]4[N:7]([CH:11]=[C:12]([C:14]5[N:18]([CH:19]([CH3:21])[CH3:20])[N:17]=[CH:16][N:15]=5)[N:13]=4)[CH2:8][CH2:9][O:10][C:4]=3[CH:3]=2)[CH:31]=[N:30]1)[CH3:44]. The yield is 0.330.